This data is from Full USPTO retrosynthesis dataset with 1.9M reactions from patents (1976-2016). The task is: Predict the reactants needed to synthesize the given product. (1) Given the product [N:18]1([CH2:17][C:15]2[N:16]=[C:12]3[CH:11]=[CH:10][CH:9]=[C:8]([N:5]4[CH2:4][CH2:3][N:2]([CH3:1])[CH2:7][CH2:6]4)[N:13]3[C:14]=2[CH2:32][OH:34])[C@H:31]2[C@H:22]([CH2:23][CH2:24][C:25]3[C:30]2=[N:29][CH:28]=[CH:27][CH:26]=3)[CH2:21][CH2:20][CH2:19]1, predict the reactants needed to synthesize it. The reactants are: [CH3:1][N:2]1[CH2:7][CH2:6][N:5]([C:8]2[N:13]3[CH:14]=[C:15]([CH2:17][N:18]4[C@H:31]5[C@H:22]([CH2:23][CH2:24][C:25]6[C:30]5=[N:29][CH:28]=[CH:27][CH:26]=6)[CH2:21][CH2:20][CH2:19]4)[N:16]=[C:12]3[CH:11]=[CH:10][CH:9]=2)[CH2:4][CH2:3]1.[C:32](O)(=[O:34])C.C(=O)(O)[O-].[Na+]. (2) Given the product [ClH:1].[NH2:12][CH:33]1[CH2:32][CH2:31][CH2:30][CH2:29][N:28]1[C:21]1[C:22]2[O:26][CH:25]=[CH:24][C:23]=2[CH:27]=[C:19]([NH:18][S:8]([C:3]2[CH:4]=[CH:5][CH:6]=[CH:7][C:2]=2[Cl:1])(=[O:10])=[O:9])[CH:20]=1, predict the reactants needed to synthesize it. The reactants are: [Cl:1][C:2]1[CH:7]=[CH:6][CH:5]=[CH:4][C:3]=1[S:8](Cl)(=[O:10])=[O:9].[N:12]1C=CC=CC=1.[NH2:18][C:19]1[CH:20]=[C:21]([N:28]2[CH2:33][CH2:32][CH:31](NC(=O)OC(C)(C)C)[CH2:30][CH2:29]2)[C:22]2[O:26][CH:25]=[CH:24][C:23]=2[CH:27]=1. (3) The reactants are: CN([C:4]([O:8]N1N=NC2C=CC=NC1=2)=[N+](C)C)C.F[P-](F)(F)(F)(F)F.[CH2:25]([C:27]1[S:28][CH:29]=[C:30]([C:32]([N:34]2[CH2:39][C:38]3([CH2:44][CH2:43][N:42]([CH2:45][CH2:46][C:47]4[CH:60]=[CH:59][C:50]([CH2:51][CH2:52][O:53][CH2:54][CH2:55]C(O)=O)=[CH:49][CH:48]=4)[CH2:41][CH2:40]3)[O:37][CH2:36][CH2:35]2)=[O:33])[N:31]=1)[CH3:26].[CH3:61][O:62][CH:63]([O:69][CH3:70])[CH2:64][NH:65][CH2:66][CH2:67][CH3:68].C(N(CC)CC)C. Given the product [CH3:61][O:62][CH:63]([O:69][CH3:70])[CH2:64][N:65]([CH2:66][CH2:67][CH3:68])[C:4](=[O:8])[CH2:55][CH2:54][O:53][CH2:52][CH2:51][C:50]1[CH:49]=[CH:48][C:47]([CH2:46][CH2:45][N:42]2[CH2:41][CH2:40][C:38]3([O:37][CH2:36][CH2:35][N:34]([C:32]([C:30]4[N:31]=[C:27]([CH2:25][CH3:26])[S:28][CH:29]=4)=[O:33])[CH2:39]3)[CH2:44][CH2:43]2)=[CH:60][CH:59]=1, predict the reactants needed to synthesize it. (4) Given the product [C:8]1(=[O:9])[C:7]2[C:6](=[CH:14][CH:13]=[CH:12][CH:11]=2)[C:5](=[O:10])[NH:3][NH:2]1, predict the reactants needed to synthesize it. The reactants are: O.[NH2:2][NH2:3].Cl.[C:5]1(=O)[O:10][C:8](=[O:9])[C:7]2=[CH:11][CH:12]=[CH:13][CH:14]=[C:6]12. (5) Given the product [C:1]([O:4][CH2:5][C:6]1[CH:23]=[CH:22][C:21]([CH2:24][O:25][P:26]([O:32][CH2:33][CH:34]=[CH2:35])([O:28][CH2:29][CH:30]=[CH2:31])=[O:27])=[CH:20][C:7]=1[C:8]([OH:10])=[O:9])(=[O:3])[CH3:2], predict the reactants needed to synthesize it. The reactants are: [C:1]([O:4][CH2:5][C:6]1[CH:23]=[CH:22][C:21]([CH2:24][O:25][P:26]([O:32][CH2:33][CH:34]=[CH2:35])([O:28][CH2:29][CH:30]=[CH2:31])=[O:27])=[CH:20][C:7]=1[C:8]([O:10]CC1C=CC(OC)=CC=1)=[O:9])(=[O:3])[CH3:2].C1(OC)C=CC=CC=1.FC(F)(F)C(O)=O. (6) Given the product [C:31]([O:35][C:36]([N:14]([CH2:13][C:12]1[C:11]2([CH2:17][CH2:18][CH2:19][CH2:20][CH2:21]2)[NH:10][S:9](=[O:23])(=[O:22])[C:8]=1[C:5]1[CH:6]=[CH:7][C:2]([F:1])=[CH:3][CH:4]=1)[CH2:15][CH3:16])=[O:37])([CH3:34])([CH3:33])[CH3:32], predict the reactants needed to synthesize it. The reactants are: [F:1][C:2]1[CH:7]=[CH:6][C:5]([C:8]2[S:9](=[O:23])(=[O:22])[NH:10][C:11]3([CH2:21][CH2:20][CH2:19][CH2:18][CH2:17]3)[C:12]=2[CH2:13][NH:14][CH2:15][CH3:16])=[CH:4][CH:3]=1.C(N(CC)CC)C.[C:31]([O:35][C:36](O[C:36]([O:35][C:31]([CH3:34])([CH3:33])[CH3:32])=[O:37])=[O:37])([CH3:34])([CH3:33])[CH3:32]. (7) Given the product [Cl:9][C:10]1[CH:11]=[CH:12][C:13]([C:16]2[NH:1][C:2]3[N:6]([N:5]=[CH:4][C:3]=3[C:7]#[N:8])[C:18](=[O:19])[CH:17]=2)=[CH:14][CH:15]=1, predict the reactants needed to synthesize it. The reactants are: [NH2:1][C:2]1[NH:6][N:5]=[CH:4][C:3]=1[C:7]#[N:8].[Cl:9][C:10]1[CH:15]=[CH:14][C:13]([C:16](=O)[CH2:17][C:18](OCC)=[O:19])=[CH:12][CH:11]=1. (8) Given the product [CH:1]1([C:7]2[CH:8]=[CH:9][C:10]([O:13][CH2:17][C@@H:15]3[CH2:14][O:16]3)=[CH:11][CH:12]=2)[CH2:2][CH2:3][CH2:4][CH2:5][CH2:6]1, predict the reactants needed to synthesize it. The reactants are: [CH:1]1([C:7]2[CH:12]=[CH:11][C:10]([OH:13])=[CH:9][CH:8]=2)[CH2:6][CH2:5][CH2:4][CH2:3][CH2:2]1.[CH2:14]1[O:16][C@H:15]1[CH2:17]Cl. (9) The reactants are: [C:1]([C@@H:4]1[CH2:9][N:8]2[CH2:10][CH2:11][CH2:12][C@H:7]2[CH2:6][N:5]1[C:13]([O:15][C:16]([CH3:19])([CH3:18])[CH3:17])=[O:14])(=[S:3])[NH2:2].C(=O)([O-])O.[K+].Br[CH2:26][C:27](=O)[C:28]([O:30][CH2:31][CH3:32])=[O:29].FC(F)(F)C(OC(=O)C(F)(F)F)=O.CC1C=C(C)C=C(C)N=1. Given the product [CH2:31]([O:30][C:28]([C:27]1[N:2]=[C:1]([C@@H:4]2[CH2:9][N:8]3[CH2:10][CH2:11][CH2:12][C@H:7]3[CH2:6][N:5]2[C:13]([O:15][C:16]([CH3:19])([CH3:18])[CH3:17])=[O:14])[S:3][CH:26]=1)=[O:29])[CH3:32], predict the reactants needed to synthesize it. (10) Given the product [C:36]([O:39][C:21]1[CH:22]=[N:23][C:24]2[C@H:25]([C:26]3[CH:31]=[CH:30][C:29]([F:32])=[CH:28][CH:27]=3)[C@@H:16]([O:15][C@@H:13]([C:5]3[CH:4]=[C:3]([C:2]([F:35])([F:34])[F:1])[CH:8]=[C:7]([C:9]([F:12])([F:11])[F:10])[CH:6]=3)[CH3:14])[CH2:17][CH2:18][C:19]=2[CH:20]=1)(=[O:38])[CH3:37], predict the reactants needed to synthesize it. The reactants are: [F:1][C:2]([F:35])([F:34])[C:3]1[CH:4]=[C:5]([C@H:13]([O:15][C@@H:16]2[C@@H:25]([C:26]3[CH:31]=[CH:30][C:29]([F:32])=[CH:28][CH:27]=3)[C:24]3[N:23]=[C:22](Cl)[CH:21]=[CH:20][C:19]=3[CH2:18][CH2:17]2)[CH3:14])[CH:6]=[C:7]([C:9]([F:12])([F:11])[F:10])[CH:8]=1.[C:36]([O:39]C(=O)C)(=[O:38])[CH3:37].